This data is from Catalyst prediction with 721,799 reactions and 888 catalyst types from USPTO. The task is: Predict which catalyst facilitates the given reaction. (1) Reactant: [CH:1]1(/[C:5](/[C:28]2[CH:33]=[CH:32][CH:31]=[CH:30][CH:29]=2)=[C:6](/[C:17]2[CH:22]=[CH:21][C:20](/[CH:23]=[CH:24]/[C:25]([OH:27])=O)=[CH:19][CH:18]=2)\[C:7]2[CH:8]=[C:9]3[C:13](=[CH:14][CH:15]=2)[NH:12][N:11]=[C:10]3[F:16])[CH2:4][CH2:3][CH2:2]1.[CH:34]([NH:36][NH2:37])=O.C(N(CC)CC)C.CCCP(=O)=O. Product: [CH:1]1(/[C:5](/[C:28]2[CH:29]=[CH:30][CH:31]=[CH:32][CH:33]=2)=[C:6](/[C:17]2[CH:22]=[CH:21][C:20](/[CH:23]=[CH:24]/[C:25]3[O:27][CH:34]=[N:36][N:37]=3)=[CH:19][CH:18]=2)\[C:7]2[CH:8]=[C:9]3[C:13](=[CH:14][CH:15]=2)[NH:12][N:11]=[C:10]3[F:16])[CH2:4][CH2:3][CH2:2]1. The catalyst class is: 13. (2) Reactant: [I:1][C:2]1[CH:10]=[C:9]2[C:5]([C:6]([CH3:13])([CH3:12])[C:7](=[O:11])[NH:8]2)=[CH:4][CH:3]=1.[H-].[Na+].Cl[CH2:17][O:18][CH2:19][CH2:20][Si:21]([CH3:24])([CH3:23])[CH3:22]. Product: [I:1][C:2]1[CH:10]=[C:9]2[C:5]([C:6]([CH3:13])([CH3:12])[C:7](=[O:11])[N:8]2[CH2:17][O:18][CH2:19][CH2:20][Si:21]([CH3:24])([CH3:23])[CH3:22])=[CH:4][CH:3]=1. The catalyst class is: 9.